Dataset: Catalyst prediction with 721,799 reactions and 888 catalyst types from USPTO. Task: Predict which catalyst facilitates the given reaction. (1) Reactant: C[O:2][C:3](=[O:42])[C@@H:4]([NH:8][S:9]([C:12]1[CH:17]=[CH:16][C:15]([C:18]2[CH:23]=[CH:22][C:21]([NH:24][C:25]([C:27]3[O:28][C:29]4[CH:36]=[CH:35][CH:34]=[C:33]([C:37]5[CH:41]=[CH:40][O:39][CH:38]=5)[C:30]=4[C:31]=3[CH3:32])=[O:26])=[CH:20][CH:19]=2)=[CH:14][CH:13]=1)(=[O:11])=[O:10])[CH:5]([CH3:7])[CH3:6].[Li+].[OH-]. Product: [O:39]1[CH:40]=[CH:41][C:37]([C:33]2[C:30]3[C:31]([CH3:32])=[C:27]([C:25]([NH:24][C:21]4[CH:22]=[CH:23][C:18]([C:15]5[CH:16]=[CH:17][C:12]([S:9]([NH:8][C@@H:4]([CH:5]([CH3:6])[CH3:7])[C:3]([OH:42])=[O:2])(=[O:10])=[O:11])=[CH:13][CH:14]=5)=[CH:19][CH:20]=4)=[O:26])[O:28][C:29]=3[CH:36]=[CH:35][CH:34]=2)=[CH:38]1. The catalyst class is: 1. (2) The catalyst class is: 14. Product: [C:1]([C@H:5]1[CH2:6][CH2:7][C@H:8]([O:11][C:12]2[C:13]([F:31])=[C:14]3[C:19](=[CH:20][CH:21]=2)[CH:18]=[C:17]([CH2:22][N:23]2[CH2:26][CH:25]([C:27]([OH:29])=[O:28])[CH2:24]2)[CH:16]=[CH:15]3)[CH2:9][CH2:10]1)([CH3:4])([CH3:2])[CH3:3]. Reactant: [C:1]([C@H:5]1[CH2:10][CH2:9][C@H:8]([O:11][C:12]2[C:13]([F:31])=[C:14]3[C:19](=[CH:20][CH:21]=2)[CH:18]=[C:17]([CH2:22][N:23]2[CH2:26][CH:25]([C:27]([O:29]C)=[O:28])[CH2:24]2)[CH:16]=[CH:15]3)[CH2:7][CH2:6]1)([CH3:4])([CH3:3])[CH3:2].[OH-].[Na+].Cl. (3) Reactant: [CH3:1][C:2]1[C:7]([O:8][C:9]2[C:10]([C:26]([NH:28]CC3C=CC(OC)=CC=3)=[O:27])=[C:11]([NH:17][C:18]3[CH:23]=[CH:22][C:21]([I:24])=[CH:20][C:19]=3[F:25])[N:12]([CH3:16])[C:13](=[O:15])[CH:14]=2)=[CH:6][CH:5]=[CH:4][N:3]=1.[Cl-].[Al+3].[Cl-].[Cl-].C(OCC)(=O)C.O. Product: [F:25][C:19]1[CH:20]=[C:21]([I:24])[CH:22]=[CH:23][C:18]=1[NH:17][C:11]1[N:12]([CH3:16])[C:13](=[O:15])[CH:14]=[C:9]([O:8][C:7]2[C:2]([CH3:1])=[N:3][CH:4]=[CH:5][CH:6]=2)[C:10]=1[C:26]([NH2:28])=[O:27]. The catalyst class is: 520. (4) Product: [CH:6]1[C:7]2[C:8]3[C:9]4[CH:10]=[CH:11][CH:12]=[CH:13][C:14]=4[NH:15][C:16]=3[CH:17]=[CH:1][C:2]=2[CH:3]=[CH:4][CH:5]=1. Reactant: [CH:1]1[C:17]2[C:16]3[NH:15][C:14]4[CH:13]=[CH:12][CH:11]=[CH:10][C:9]=4[C:8]=3[CH:7]=[CH:6][C:5]=2[CH:4]=[CH:3][CH:2]=1.FC1C(F)=C(C2C=CC(C#N)=CC=2)C(F)=C(F)C=1C#N.[H-].[Na+].ClCCl.[Cl-].[Na+].O. The catalyst class is: 1. (5) Reactant: CS(O[CH2:6][CH2:7][N:8]1[C:12]2=[N:13][CH:14]=[N:15][C:16]([NH2:17])=[C:11]2[C:10]([C:18]2[CH:23]=[CH:22][C:21]([NH:24][C:25]([C:27]3[N:28]([CH3:36])[C:29]4[C:34]([CH:35]=3)=[CH:33][CH:32]=[CH:31][CH:30]=4)=[O:26])=[C:20]([O:37][CH3:38])[CH:19]=2)=[N:9]1)(=O)=O.C(N(CC)CC)C.[I-].[Na+].[NH:48]1[CH2:53][CH2:52][O:51][CH2:50][CH2:49]1. Product: [NH2:17][C:16]1[N:15]=[CH:14][N:13]=[C:12]2[N:8]([CH2:7][CH2:6][N:48]3[CH2:53][CH2:52][O:51][CH2:50][CH2:49]3)[N:9]=[C:10]([C:18]3[CH:23]=[CH:22][C:21]([NH:24][C:25]([C:27]4[N:28]([CH3:36])[C:29]5[C:34]([CH:35]=4)=[CH:33][CH:32]=[CH:31][CH:30]=5)=[O:26])=[C:20]([O:37][CH3:38])[CH:19]=3)[C:11]=12. The catalyst class is: 3. (6) Reactant: [C:1]([CH2:3][C:4]([NH:6][CH2:7][CH2:8][CH2:9][CH2:10][CH2:11][C:12]([OH:14])=[O:13])=[O:5])#[N:2].[OH:15][C:16]1[CH:23]=[CH:22][C:19]([CH:20]=O)=[CH:18][CH:17]=1.N1CCCCC1. Product: [OH:13][C:12](=[O:14])[CH2:11][CH2:10][CH2:9][CH2:8][CH2:7][NH:6][C:4](=[O:5])[C:3]([C:1]#[N:2])=[CH:20][C:19]1[CH:22]=[CH:23][C:16]([OH:15])=[CH:17][CH:18]=1. The catalyst class is: 17. (7) Reactant: [Br:1][C:2]1[C:3](Cl)=[N:4][C:5]([Cl:8])=[N:6][CH:7]=1.C(N(C(C)C)CC)(C)C.[CH2:19]([NH2:27])[CH2:20][C:21]1[CH:26]=[CH:25][CH:24]=[CH:23][CH:22]=1. Product: [Br:1][C:2]1[C:3]([NH:27][CH2:19][CH2:20][C:21]2[CH:26]=[CH:25][CH:24]=[CH:23][CH:22]=2)=[N:4][C:5]([Cl:8])=[N:6][CH:7]=1. The catalyst class is: 7. (8) Reactant: [Cl:1][C:2]1[CH:3]=[N:4][C:5]([N:11]2[CH2:14][CH:13]([O:15][C:16]3[CH:21]=[CH:20][CH:19]=[C:18]([F:22])[CH:17]=3)[CH2:12]2)=[C:6]([CH:10]=1)[C:7]([OH:9])=O.O.ON1C2C=CC=CC=2N=N1.Cl.C(N=C=NCCCN(C)C)C.Cl.[NH:47]1[C:51]([C:52]2[CH:57]=[CH:56][C:55]([C:58]3([NH2:61])[CH2:60][CH2:59]3)=[CH:54][CH:53]=2)=[N:50][N:49]=[N:48]1.C(N(CC)CC)C. Product: [NH:50]1[C:51]([C:52]2[CH:53]=[CH:54][C:55]([C:58]3([NH:61][C:7](=[O:9])[C:6]4[CH:10]=[C:2]([Cl:1])[CH:3]=[N:4][C:5]=4[N:11]4[CH2:14][CH:13]([O:15][C:16]5[CH:21]=[CH:20][CH:19]=[C:18]([F:22])[CH:17]=5)[CH2:12]4)[CH2:59][CH2:60]3)=[CH:56][CH:57]=2)=[N:47][N:48]=[N:49]1. The catalyst class is: 9.